The task is: Predict the reactants needed to synthesize the given product.. This data is from Full USPTO retrosynthesis dataset with 1.9M reactions from patents (1976-2016). Given the product [I:1][C:2]1[CH:11]=[CH:10][C:5]([CH2:6][OH:7])=[C:4]([O:12][CH3:13])[CH:3]=1, predict the reactants needed to synthesize it. The reactants are: [I:1][C:2]1[CH:11]=[CH:10][C:5]([C:6](OC)=[O:7])=[C:4]([O:12][CH3:13])[CH:3]=1.CC(C[AlH]CC(C)C)C.[NH4+].[Cl-].